This data is from Reaction yield outcomes from USPTO patents with 853,638 reactions. The task is: Predict the reaction yield, written as a fraction of the theoretical maximum amount of product (1.0 means a 100% yield; for example, 0.34 means a 34% yield). (1) The reactants are [CH2:1]1[C:9]2[C:4](=[CH:5][CH:6]=[CH:7][CH:8]=2)[CH2:3][CH:2]1[C@H:10]1[NH:15][C:14](=[O:16])[C@@H:13]([C@@H:17]([CH3:20])[CH2:18][CH3:19])[N:12]([CH:21]([C:39]2[CH:40]=[C:41]3[C:45](=[CH:46][CH:47]=2)[N:44]([CH3:48])[N:43]=[CH:42]3)[C:22]([NH:24][C:25]2[CH:30]=[CH:29][CH:28]=[CH:27][C:26]=2[O:31]CC2C=CC=CC=2)=[O:23])[C:11]1=[O:49]. The catalyst is C(O)C.[Pd]. The product is [CH2:1]1[C:9]2[C:4](=[CH:5][CH:6]=[CH:7][CH:8]=2)[CH2:3][CH:2]1[C@H:10]1[NH:15][C:14](=[O:16])[C@@H:13]([C@@H:17]([CH3:20])[CH2:18][CH3:19])[N:12]([CH:21]([C:39]2[CH:40]=[C:41]3[C:45](=[CH:46][CH:47]=2)[N:44]([CH3:48])[N:43]=[CH:42]3)[C:22]([NH:24][C:25]2[CH:30]=[CH:29][CH:28]=[CH:27][C:26]=2[OH:31])=[O:23])[C:11]1=[O:49]. The yield is 1.00. (2) The reactants are [F:1][C:2]1[C:3]([N+:10]([O-:12])=[O:11])=[CH:4][C:5]([CH3:9])=[C:6]([CH:8]=1)[NH2:7].[N:13]([O-])=O.[Na+]. The catalyst is CC(O)=O.O. The product is [F:1][C:2]1[CH:8]=[C:6]2[C:5]([CH:9]=[N:13][NH:7]2)=[CH:4][C:3]=1[N+:10]([O-:12])=[O:11]. The yield is 0.430. (3) The reactants are [CH3:1][C@H:2]([NH2:11])[C@H:3]([OH:10])[C:4]1[CH:9]=[CH:8][CH:7]=[CH:6][CH:5]=1.I[C:13]1[CH:14]=[C:15]2[C:19](=[CH:20][CH:21]=1)[N:18]([C:22]1[CH:23]=[N:24][CH:25]=[CH:26][CH:27]=1)[N:17]=[CH:16]2.C(=O)([O-])[O-].[Cs+].[Cs+].C(#N)CCC. The catalyst is [Cu]I. The product is [N:24]1[CH:25]=[CH:26][CH:27]=[C:22]([N:18]2[C:19]3[C:15](=[CH:14][C:13]([O:10][C@H:3]([C:4]4[CH:5]=[CH:6][CH:7]=[CH:8][CH:9]=4)[C@H:2]([CH3:1])[NH2:11])=[CH:21][CH:20]=3)[CH:16]=[N:17]2)[CH:23]=1. The yield is 0.270. (4) The reactants are [CH3:1][N:2]1[CH:6]=[C:5]([C:7](O)=[O:8])[C:4]([C:10]([F:13])([F:12])[F:11])=[N:3]1.O1CCCC1.S(Cl)(Cl)=O.[NH2:23][C:24]1[CH:25]=[C:26]([CH:43]=[CH:44][C:45]=1[Cl:46])[O:27][C:28]1[CH:29]=[CH:30][C:31]2[N:32]([N:34]=[C:35]([NH:37][C:38]([CH:40]3[CH2:42][CH2:41]3)=[O:39])[N:36]=2)[CH:33]=1. The catalyst is CN(C)C=O.CN(C)C(=O)C. The product is [Cl:46][C:45]1[CH:44]=[CH:43][C:26]([O:27][C:28]2[CH:29]=[CH:30][C:31]3[N:32]([N:34]=[C:35]([NH:37][C:38]([CH:40]4[CH2:42][CH2:41]4)=[O:39])[N:36]=3)[CH:33]=2)=[CH:25][C:24]=1[NH:23][C:7]([C:5]1[C:4]([C:10]([F:13])([F:12])[F:11])=[N:3][N:2]([CH3:1])[CH:6]=1)=[O:8]. The yield is 0.380. (5) The reactants are Br[C:2]1[N:7]=[CH:6][C:5]([OH:8])=[CH:4][CH:3]=1.[CH3:9][S:10]([C:13]1[CH:18]=[CH:17][C:16](B(O)O)=[CH:15][CH:14]=1)(=[O:12])=[O:11].C([O-])([O-])=O.[Na+].[Na+]. The catalyst is CN(C=O)C.CCOC(C)=O.O.Cl[Pd](Cl)([P](C1C=CC=CC=1)(C1C=CC=CC=1)C1C=CC=CC=1)[P](C1C=CC=CC=1)(C1C=CC=CC=1)C1C=CC=CC=1. The product is [CH3:9][S:10]([C:13]1[CH:18]=[CH:17][C:16]([C:2]2[N:7]=[CH:6][C:5]([OH:8])=[CH:4][CH:3]=2)=[CH:15][CH:14]=1)(=[O:12])=[O:11]. The yield is 0.200.